This data is from Reaction yield outcomes from USPTO patents with 853,638 reactions. The task is: Predict the reaction yield, written as a fraction of the theoretical maximum amount of product (1.0 means a 100% yield; for example, 0.34 means a 34% yield). (1) The reactants are [NH:1]1[C:5]2=[N:6][CH:7]=[CH:8][CH:9]=[C:4]2[CH:3]=[CH:2]1.ClC1C=CC=C(C(OO)=[O:18])C=1.O. The catalyst is COCCOC. The product is [NH:1]1[C:5]2=[N+:6]([O-:18])[CH:7]=[CH:8][CH:9]=[C:4]2[CH:3]=[CH:2]1. The yield is 0.410. (2) The reactants are [CH3:1][C:2]1([CH3:22])[C:10]2[C:5](=[CH:6][C:7]([N+:13]([O-])=O)=[C:8]([O:11][CH3:12])[CH:9]=2)[N:4]([C:16](=[O:21])[CH2:17][N:18]([CH3:20])[CH3:19])[CH2:3]1.O.NN. The catalyst is [Fe](Cl)(Cl)Cl. The product is [CH3:20][N:18]([CH2:17][C:16]([N:4]1[C:5]2[C:10](=[CH:9][C:8]([O:11][CH3:12])=[C:7]([NH2:13])[CH:6]=2)[C:2]([CH3:22])([CH3:1])[CH2:3]1)=[O:21])[CH3:19]. The yield is 0.710. (3) The reactants are C(OC(=O)[NH:7][C@H:8]([C:10]1[N:14]([CH:15]2[CH2:18][CH:17]([C:19]#[N:20])[CH2:16]2)[C:13]2[CH:21]=[C:22]([F:25])[CH:23]=[CH:24][C:12]=2[N:11]=1)[CH3:9])(C)(C)C.C(O)(C(F)(F)F)=O. The product is [NH2:7][C@H:8]([C:10]1[N:14]([CH:15]2[CH2:18][CH:17]([C:19]#[N:20])[CH2:16]2)[C:13]2[CH:21]=[C:22]([F:25])[CH:23]=[CH:24][C:12]=2[N:11]=1)[CH3:9]. The yield is 0.510. The catalyst is C(Cl)Cl. (4) The reactants are [O:1]=[S:2]1(=[O:16])[CH:6]([F:7])[C:5]2[C:8]([Cl:15])=[CH:9][CH:10]=[C:11]([N+:12]([O-])=O)[C:4]=2[NH:3]1.[Sn](Cl)Cl.[CH2:20](O)C. No catalyst specified. The product is [O:1]=[S:2]1(=[O:16])[C:6]([F:7])([CH3:20])[C:5]2[C:8]([Cl:15])=[CH:9][CH:10]=[C:11]([NH2:12])[C:4]=2[NH:3]1. The yield is 0.470. (5) The reactants are [Cl:1][C:2]1[C:7]([Cl:8])=[C:6]([F:9])[CH:5]=[CH:4][C:3]=1[C:10]([N:12]1[CH:17]=[CH:16][C:15]2[N:18]([C:21]3[CH:26]=[N:25][CH:24]=[CH:23][N:22]=3)[N:19]=[N:20][C:14]=2[CH:13]1[CH3:27])=[O:11].C([SiH](CC)CC)C. The catalyst is C(O)(C(F)(F)F)=O.C(Cl)Cl. The product is [Cl:1][C:2]1[C:7]([Cl:8])=[C:6]([F:9])[CH:5]=[CH:4][C:3]=1[C:10]([N:12]1[CH2:17][CH2:16][C:15]2[N:18]([C:21]3[CH:26]=[N:25][CH:24]=[CH:23][N:22]=3)[N:19]=[N:20][C:14]=2[CH:13]1[CH3:27])=[O:11]. The yield is 0.400. (6) The reactants are [NH2:1][C:2]1[NH:7][C:6](=O)[CH:5]=[C:4]([CH2:9][O:10][CH:11]([CH3:13])[CH3:12])[N:3]=1.F[P-](F)(F)(F)(F)F.N1(O[P+](N(C)C)(N(C)C)N(C)C)C2C=CC=CC=2N=N1.C1CCN2C(=NCCC2)CC1.[CH3:52][N:53]1[CH2:58][CH2:57][NH:56][CH2:55][CH2:54]1. The catalyst is C(#N)C. The yield is 0.140. The product is [CH:11]([O:10][CH2:9][C:4]1[CH:5]=[C:6]([N:56]2[CH2:57][CH2:58][N:53]([CH3:52])[CH2:54][CH2:55]2)[N:7]=[C:2]([NH2:1])[N:3]=1)([CH3:13])[CH3:12]. (7) The reactants are Br[CH2:2][CH2:3][CH2:4][C:5]([O:7][CH2:8][CH3:9])=[O:6].[CH2:10]([NH:17][CH2:18][C:19]1[CH:24]=[CH:23][CH:22]=[CH:21][CH:20]=1)[C:11]1[CH:16]=[CH:15][CH:14]=[CH:13][CH:12]=1.C(=O)([O-])[O-].[K+].[K+]. The catalyst is CN(C)C=O.O. The product is [CH2:18]([N:17]([CH2:10][C:11]1[CH:16]=[CH:15][CH:14]=[CH:13][CH:12]=1)[CH2:2][CH2:3][CH2:4][C:5]([O:7][CH2:8][CH3:9])=[O:6])[C:19]1[CH:24]=[CH:23][CH:22]=[CH:21][CH:20]=1. The yield is 0.640. (8) The product is [Cl:15][C:9]1[CH:10]=[CH:11][CH:12]=[C:13]([Cl:14])[C:8]=1[C:6]([NH:5][C@H:4]([C:3]([OH:32])=[O:2])[CH2:16][C:17]1[CH:22]=[CH:21][C:20]([C:23]2[C:24](=[O:31])[N:25]([CH3:30])[CH:26]=[CH:27][C:28]=2[CH3:29])=[CH:19][CH:18]=1)=[O:7]. The reactants are C[O:2][C:3](=[O:32])[C@H:4]([CH2:16][C:17]1[CH:22]=[CH:21][C:20]([C:23]2[C:24](=[O:31])[N:25]([CH3:30])[CH:26]=[CH:27][C:28]=2[CH3:29])=[CH:19][CH:18]=1)[NH:5][C:6]([C:8]1[C:13]([Cl:14])=[CH:12][CH:11]=[CH:10][C:9]=1[Cl:15])=[O:7].[OH-].[Na+]. The yield is 0.890. The catalyst is C(O)C. (9) The reactants are [N:1]1([C:7]2[C:8]3[S:28][C:27]([CH2:29][N:30]4[CH2:35][CH2:34][N:33]([C:36]([CH3:41])([CH3:40])[C:37]([NH2:39])=[O:38])[CH2:32][CH2:31]4)=[CH:26][C:9]=3[N:10]=[C:11]([Sn](CCCC)(CCCC)CCCC)[N:12]=2)[CH2:6][CH2:5][O:4][CH2:3][CH2:2]1.Br[C:43]1[N:48]2[CH:49]=[N:50][N:51]=[C:47]2[CH:46]=[CH:45][CH:44]=1. The catalyst is O1CCOCC1.[Cu]I. The product is [N:51]1[N:50]=[CH:49][N:48]2[C:43]([C:11]3[N:12]=[C:7]([N:1]4[CH2:6][CH2:5][O:4][CH2:3][CH2:2]4)[C:8]4[S:28][C:27]([CH2:29][N:30]5[CH2:31][CH2:32][N:33]([C:36]([CH3:40])([CH3:41])[C:37]([NH2:39])=[O:38])[CH2:34][CH2:35]5)=[CH:26][C:9]=4[N:10]=3)=[CH:44][CH:45]=[CH:46][C:47]=12. The yield is 0.120.